The task is: Predict the product of the given reaction.. This data is from Forward reaction prediction with 1.9M reactions from USPTO patents (1976-2016). (1) Given the reactants C1OC1.[C:4]1(=[O:10])[O:9][C:7](=[O:8])[CH:6]=[CH:5]1.[OH-:11].[Na+:12].[S:13](=[O:16])([OH:15])[O-:14].[Na+], predict the reaction product. The product is: [S:13]([CH:5]([CH2:6][C:7]([O-:11])=[O:8])[C:4]([O-:9])=[O:10])([OH:15])(=[O:14])=[O:16].[Na+:12].[Na+:12]. (2) Given the reactants [Cl:1][C:2]1[CH:7]=[C:6]([NH2:8])[CH:5]=[CH:4][N:3]=1.[N:9]([O-])=O.[Na+].Cl[Sn]Cl.[OH-].[Na+], predict the reaction product. The product is: [Cl:1][C:2]1[CH:7]=[C:6]([NH:8][NH2:9])[CH:5]=[CH:4][N:3]=1. (3) Given the reactants [Cl:1][C:2]1[CH:7]=[CH:6][C:5]([S:8][C:9]2[C:14]([N+:15]([O-])=O)=[CH:13][C:12]([NH:18][S:19]([C:22]3[CH:27]=[CH:26][C:25]([CH3:28])=[CH:24][CH:23]=3)(=[O:21])=[O:20])=[C:11]([NH:29][S:30]([C:33]3[CH:38]=[CH:37][C:36]([CH3:39])=[CH:35][CH:34]=3)(=[O:32])=[O:31])[CH:10]=2)=[CH:4][CH:3]=1.S(S([O-])=O)([O-])=O.[Na+].[Na+], predict the reaction product. The product is: [NH2:15][C:14]1[C:9]([S:8][C:5]2[CH:4]=[CH:3][C:2]([Cl:1])=[CH:7][CH:6]=2)=[CH:10][C:11]([NH:29][S:30]([C:33]2[CH:38]=[CH:37][C:36]([CH3:39])=[CH:35][CH:34]=2)(=[O:31])=[O:32])=[C:12]([NH:18][S:19]([C:22]2[CH:23]=[CH:24][C:25]([CH3:28])=[CH:26][CH:27]=2)(=[O:20])=[O:21])[CH:13]=1. (4) Given the reactants [CH3:1][N:2]([CH2:4][C:5]1[C:13]2[O:12][N:11]=[C:10]([CH2:14][CH2:15][CH:16]3[CH2:21][CH2:20][NH:19][CH2:18][CH2:17]3)[C:9]=2[CH:8]=[CH:7][C:6]=1[O:22][CH2:23][CH:24]1[CH2:26][CH2:25]1)[CH3:3].Br[CH2:28][CH:29]1[O:33][CH2:32][CH2:31][O:30]1.[I-].[Na+].[Cl-].[Na+], predict the reaction product. The product is: [CH3:1][N:2]([CH2:4][C:5]1[C:13]2[O:12][N:11]=[C:10]([CH2:14][CH2:15][CH:16]3[CH2:21][CH2:20][N:19]([CH2:28][CH:29]4[O:33][CH2:32][CH2:31][O:30]4)[CH2:18][CH2:17]3)[C:9]=2[CH:8]=[CH:7][C:6]=1[O:22][CH2:23][CH:24]1[CH2:25][CH2:26]1)[CH3:3].